From a dataset of Catalyst prediction with 721,799 reactions and 888 catalyst types from USPTO. Predict which catalyst facilitates the given reaction. (1) Reactant: [CH2:1]([O:3][C:4]([C:6]1[NH:7][C:8]2[C:13]([CH:14]=1)=[CH:12][C:11]([O:15][CH2:16][CH:17]([C:19]1[O:23][C:22]([C:24]3[CH:29]=[CH:28][C:27]([C:30]([F:33])([F:32])[F:31])=[CH:26][CH:25]=3)=[N:21][C:20]=1[CH:34]([CH3:36])[CH3:35])[CH3:18])=[CH:10][CH:9]=2)=[O:5])[CH3:2].[H-].[Na+].I[CH3:40]. Product: [CH2:1]([O:3][C:4]([C:6]1[N:7]([CH3:40])[C:8]2[C:13]([CH:14]=1)=[CH:12][C:11]([O:15][CH2:16][CH:17]([C:19]1[O:23][C:22]([C:24]3[CH:25]=[CH:26][C:27]([C:30]([F:33])([F:31])[F:32])=[CH:28][CH:29]=3)=[N:21][C:20]=1[CH:34]([CH3:35])[CH3:36])[CH3:18])=[CH:10][CH:9]=2)=[O:5])[CH3:2]. The catalyst class is: 6. (2) Reactant: CS(O[CH:6]1[CH2:9][N:8]([CH:10]([C:17]2[CH:22]=[CH:21][CH:20]=[CH:19][CH:18]=2)[C:11]2[CH:16]=[CH:15][CH:14]=[CH:13][CH:12]=2)[CH2:7]1)(=O)=O.C(N(CC)CC)C.[NH:30]1[CH2:40][CH2:39][CH:33]([C:34]([O:36][CH2:37][CH3:38])=[O:35])[CH2:32][CH2:31]1. Product: [CH:10]([N:8]1[CH2:9][CH:6]([N:30]2[CH2:40][CH2:39][CH:33]([C:34]([O:36][CH2:37][CH3:38])=[O:35])[CH2:32][CH2:31]2)[CH2:7]1)([C:17]1[CH:22]=[CH:21][CH:20]=[CH:19][CH:18]=1)[C:11]1[CH:16]=[CH:15][CH:14]=[CH:13][CH:12]=1. The catalyst class is: 9.